From a dataset of Full USPTO retrosynthesis dataset with 1.9M reactions from patents (1976-2016). Predict the reactants needed to synthesize the given product. (1) Given the product [Br:1][C:2]1[CH:3]=[C:4]([S:9]([NH:12][C:13]2[C:14]([OH:20])=[N:15][CH:16]=[C:17]([Cl:19])[CH:18]=2)(=[O:10])=[O:11])[CH:5]=[N:6][C:7]=1[Cl:8], predict the reactants needed to synthesize it. The reactants are: [Br:1][C:2]1[CH:3]=[C:4]([S:9]([NH:12][C:13]2[C:14]([O:20]C)=[N:15][CH:16]=[C:17]([Cl:19])[CH:18]=2)(=[O:11])=[O:10])[CH:5]=[N:6][C:7]=1[Cl:8].B(Br)(Br)Br.C(=O)(O)[O-].[Na+]. (2) The reactants are: [CH3:1][O:2][C:3](=[O:29])[CH:4]([O:6][C:7]1[CH:12]=[CH:11][C:10]([NH:13][C:14](=[O:28])[CH2:15][CH2:16][CH2:17][CH2:18][CH2:19][O:20]CC2C=CC=CC=2)=[CH:9][CH:8]=1)[CH3:5]. Given the product [CH3:1][O:2][C:3](=[O:29])[CH:4]([O:6][C:7]1[CH:12]=[CH:11][C:10]([NH:13][C:14](=[O:28])[CH2:15][CH2:16][CH2:17][CH2:18][CH2:19][OH:20])=[CH:9][CH:8]=1)[CH3:5], predict the reactants needed to synthesize it.